From a dataset of Reaction yield outcomes from USPTO patents with 853,638 reactions. Predict the reaction yield, written as a fraction of the theoretical maximum amount of product (1.0 means a 100% yield; for example, 0.34 means a 34% yield). (1) The reactants are [NH2:1][C:2](=[O:37])[C:3]([CH3:36])([CH3:35])[O:4][C:5]1[CH:6]=[C:7]2[C:12](=[CH:13][CH:14]=1)[C:11](=[O:15])[N:10]([CH2:16][CH:17]([CH3:19])[CH3:18])[C:9]([CH2:20][NH:21]C(=O)OC(C)(C)C)=[C:8]2[C:29]1[CH:34]=[CH:33][CH:32]=[CH:31][CH:30]=1.[ClH:38]. The catalyst is C(OCC)(=O)C. The product is [ClH:38].[NH2:21][CH2:20][C:9]1[N:10]([CH2:16][CH:17]([CH3:19])[CH3:18])[C:11](=[O:15])[C:12]2[C:7]([C:8]=1[C:29]1[CH:34]=[CH:33][CH:32]=[CH:31][CH:30]=1)=[CH:6][C:5]([O:4][C:3]([CH3:36])([CH3:35])[C:2]([NH2:1])=[O:37])=[CH:14][CH:13]=2. The yield is 0.923. (2) The reactants are [Cl:1][C:2]1[CH:3]=[C:4]2[CH:10]=[CH:9][N:8]([Si:11]([CH:18]([CH3:20])[CH3:19])([CH:15]([CH3:17])[CH3:16])[CH:12]([CH3:14])[CH3:13])[C:5]2=[N:6][CH:7]=1.C([Li])(CC)C.Cl[C:27](=[O:42])[CH2:28][CH:29]1[CH2:34][CH2:33][N:32]([C:35]([O:37][C:38]([CH3:41])([CH3:40])[CH3:39])=[O:36])[CH2:31][CH2:30]1.O. The catalyst is C1COCC1. The product is [Cl:1][C:2]1[C:3]([C:27](=[O:42])[CH2:28][CH:29]2[CH2:34][CH2:33][N:32]([C:35]([O:37][C:38]([CH3:40])([CH3:39])[CH3:41])=[O:36])[CH2:31][CH2:30]2)=[C:4]2[CH:10]=[CH:9][N:8]([Si:11]([CH:15]([CH3:17])[CH3:16])([CH:18]([CH3:20])[CH3:19])[CH:12]([CH3:13])[CH3:14])[C:5]2=[N:6][CH:7]=1. The yield is 0.250. (3) The product is [Cl:1][C:2]1[CH:3]=[C:4]([C:12]2[N:16]=[C:15]([C:17]3[CH:22]=[CH:21][C:20]([NH:24][C@H:25]4[CH2:29][CH2:28][C@@H:27]([C:30]([OH:32])=[O:31])[CH2:26]4)=[CH:19][CH:18]=3)[O:14][N:13]=2)[CH:5]=[CH:6][C:7]=1[O:8][CH:9]([CH3:11])[CH3:10]. The reactants are [Cl:1][C:2]1[CH:3]=[C:4]([C:12]2[N:16]=[C:15]([C:17]3[CH:22]=[CH:21][C:20](F)=[CH:19][CH:18]=3)[O:14][N:13]=2)[CH:5]=[CH:6][C:7]=1[O:8][CH:9]([CH3:11])[CH3:10].[NH2:24][C@H:25]1[CH2:29][CH2:28][C@@H:27]([C:30]([OH:32])=[O:31])[CH2:26]1.C(=O)([O-])[O-].[K+].[K+].CN(C=O)C. The yield is 0.443. The catalyst is CS(C)=O.C(#N)C. (4) The reactants are Br[C:2]1[CH:9]=[C:8]([O:10][CH3:11])[C:7]([O:12][CH3:13])=[CH:6][C:3]=1[CH:4]=[O:5].[C:14]([C:16]1[CH:21]=[CH:20][CH:19]=[CH:18][CH:17]=1)#[CH:15]. The catalyst is CCN(CC)CC.[Cu]I. The product is [CH3:11][O:10][C:8]1[C:7]([O:12][CH3:13])=[CH:6][C:3]([CH:4]=[O:5])=[C:2]([C:15]#[C:14][C:16]2[CH:21]=[CH:20][CH:19]=[CH:18][CH:17]=2)[CH:9]=1. The yield is 0.800. (5) The reactants are C(=O)([O-])[O-].[Cs+].[Cs+].Br[C:8]1[CH:13]=[CH:12][C:11]([CH:14]=[CH2:15])=[CH:10][CH:9]=1.[N:16]1([C:22](=[O:24])[CH3:23])[CH2:21][CH2:20][NH:19][CH2:18][CH2:17]1.C1(P(C2CCCCC2)C2C=CC=CC=2C2C(C(C)C)=CC(C(C)C)=CC=2C(C)C)CCCCC1. The catalyst is C1(C)C=CC=CC=1.CC([O-])=O.CC([O-])=O.[Pd+2]. The product is [CH:14]([C:11]1[CH:12]=[CH:13][C:8]([N:19]2[CH2:20][CH2:21][N:16]([C:22](=[O:24])[CH3:23])[CH2:17][CH2:18]2)=[CH:9][CH:10]=1)=[CH2:15]. The yield is 0.550. (6) The reactants are [NH2:1][C@@H:2]([CH3:37])[C@@H:3]([C:27]1[CH:28]=[CH:29][C:30]2[CH2:35][O:34][CH2:33][O:32][C:31]=2[CH:36]=1)[O:4][C:5]1[CH:6]=[C:7]2[C:11](=[CH:12][CH:13]=1)[N:10]([C:14]1[CH:15]=[C:16]([CH:24]=[CH:25][CH:26]=1)[C:17]([O:19][CH2:20][CH:21]([CH3:23])[CH3:22])=[O:18])[N:9]=[CH:8]2.[F:38][C:39]([F:44])([CH3:43])[C:40](O)=[O:41].CN(C(ON1N=NC2C=CC=CC1=2)=[N+](C)C)C.F[P-](F)(F)(F)(F)F.C(N(C(C)C)C(C)C)C. The catalyst is ClCCl.O. The product is [O:32]1[C:31]2[CH:36]=[C:27]([C@@H:3]([O:4][C:5]3[CH:6]=[C:7]4[C:11](=[CH:12][CH:13]=3)[N:10]([C:14]3[CH:15]=[C:16]([CH:24]=[CH:25][CH:26]=3)[C:17]([O:19][CH2:20][CH:21]([CH3:22])[CH3:23])=[O:18])[N:9]=[CH:8]4)[C@@H:2]([NH:1][C:40](=[O:41])[C:39]([F:44])([F:38])[CH3:43])[CH3:37])[CH:28]=[CH:29][C:30]=2[CH2:35][O:34][CH2:33]1. The yield is 0.800. (7) The reactants are Cl.[NH2:2][C:3]1[CH:7]=[CH:6][N:5]([C:8]2[CH:13]=[CH:12][C:11]([Br:14])=[CH:10][CH:9]=2)[C:4]=1[C:15]([O:17]CC)=O.[NH2:20][C:21](N)=[O:22]. No catalyst specified. The product is [Br:14][C:11]1[CH:10]=[CH:9][C:8]([N:5]2[C:4]3[C:15](=[O:17])[NH:20][C:21](=[O:22])[NH:2][C:3]=3[CH:7]=[CH:6]2)=[CH:13][CH:12]=1. The yield is 0.810. (8) The catalyst is CN(C=O)C.Cl[Pd]Cl. The yield is 0.560. The reactants are [CH2:1]([C:4]1[CH:5]=[C:6]([CH:11]=[CH:12][C:13]=1[OH:14])[C:7]([O:9][CH3:10])=[O:8])[CH:2]=[CH2:3].[Li+].[Cl-]. The product is [CH3:3][C:2]1[O:14][C:13]2[CH:12]=[CH:11][C:6]([C:7]([O:9][CH3:10])=[O:8])=[CH:5][C:4]=2[CH:1]=1.